Dataset: Blood-brain barrier permeability classification from the B3DB database. Task: Regression/Classification. Given a drug SMILES string, predict its absorption, distribution, metabolism, or excretion properties. Task type varies by dataset: regression for continuous measurements (e.g., permeability, clearance, half-life) or binary classification for categorical outcomes (e.g., BBB penetration, CYP inhibition). Dataset: b3db_classification. (1) The molecule is C[C@@H]1N=C(c2ccccc2Cl)c2cc([N+](=O)[O-])ccc2NC1=O. The result is 1 (penetrates BBB). (2) The drug is C[C@@H](C[N+](C)(C)C)OC(N)=O. The result is 0 (does not penetrate BBB).